This data is from Reaction yield outcomes from USPTO patents with 853,638 reactions. The task is: Predict the reaction yield, written as a fraction of the theoretical maximum amount of product (1.0 means a 100% yield; for example, 0.34 means a 34% yield). (1) The reactants are [CH3:1][O:2][C:3](=[O:11])[C:4](=[CH2:10])[CH:5]([OH:9])[CH2:6][CH2:7][CH3:8].[C:12](OC(=O)C)(=[O:14])[CH3:13].Cl. The catalyst is CN(C1C=CN=CC=1)C.C1(C)C=CC=CC=1. The product is [CH3:1][O:2][C:3](=[O:11])[C:4](=[CH2:10])[CH:5]([O:9][C:12](=[O:14])[CH3:13])[CH2:6][CH2:7][CH3:8]. The yield is 0.975. (2) The reactants are C[O:2][C:3]([C:5]1[S:9][C:8]([CH2:10][CH2:11][C:12]2[C:13]([C:18]3[CH:23]=[CH:22][C:21]([F:24])=[CH:20][N:19]=3)=[N:14][O:15][C:16]=2[CH3:17])=[N:7][C:6]=1[CH3:25])=[O:4].O.[OH-].[Li+]. The catalyst is C1COCC1.O.CO. The product is [F:24][C:21]1[CH:22]=[CH:23][C:18]([C:13]2[C:12]([CH2:11][CH2:10][C:8]3[S:9][C:5]([C:3]([OH:4])=[O:2])=[C:6]([CH3:25])[N:7]=3)=[C:16]([CH3:17])[O:15][N:14]=2)=[N:19][CH:20]=1. The yield is 0.880. (3) The reactants are Cl.[NH:2]1[CH2:7][CH2:6][CH:5]([N:8]2[C:12]3=[C:13]4[S:19][CH:18]=[CH:17][C:14]4=[N:15][CH:16]=[C:11]3[N:10]=[C:9]2[C@H:20]([OH:22])[CH3:21])[CH2:4][CH2:3]1.[C:23](#[N:26])[CH:24]=[CH2:25].N12CCCN=C1CCCCC2. The catalyst is C(#N)C. The product is [OH:22][C@@H:20]([C:9]1[N:8]([CH:5]2[CH2:6][CH2:7][N:2]([CH2:25][CH2:24][C:23]#[N:26])[CH2:3][CH2:4]2)[C:12]2=[C:13]3[S:19][CH:18]=[CH:17][C:14]3=[N:15][CH:16]=[C:11]2[N:10]=1)[CH3:21]. The yield is 0.480. (4) The reactants are [H-].[Na+].[NH2:3][C@@H:4]1[C:13]2[C:8](=[CH:9][CH:10]=[CH:11][CH:12]=2)[C@H:7]([OH:14])[CH2:6][CH2:5]1.F[C:16]1[CH:17]=[CH:18][C:19]2[N:20]([C:22]([C@H:25]3[CH2:30][O:29][CH2:28][CH2:27][N:26]3[CH3:31])=[N:23][N:24]=2)[CH:21]=1.N. The catalyst is CN(C=O)C.CO.C(Cl)Cl. The product is [CH3:31][N:26]1[CH2:27][CH2:28][O:29][CH2:30][C@@H:25]1[C:22]1[N:20]2[CH:21]=[C:16]([O:14][C@H:7]3[C:8]4[C:13](=[CH:12][CH:11]=[CH:10][CH:9]=4)[C@@H:4]([NH2:3])[CH2:5][CH2:6]3)[CH:17]=[CH:18][C:19]2=[N:24][N:23]=1. The yield is 0.260. (5) The reactants are [CH3:1][C:2]1[S:3][C:4](B(O)O)=[CH:5][CH:6]=1.Br[C:11]1[S:15][C:14]([S:16]([N:19]2[CH:23]=[CH:22][CH:21]=[CH:20]2)(=[O:18])=[O:17])=[CH:13][CH:12]=1. No catalyst specified. The product is [CH3:1][C:2]1[S:3][C:4]([C:11]2[S:15][C:14]([S:16]([N:19]3[CH:23]=[CH:22][CH:21]=[CH:20]3)(=[O:17])=[O:18])=[CH:13][CH:12]=2)=[CH:5][CH:6]=1. The yield is 0.720. (6) The product is [C:27]([C:26]1[CH:29]=[C:30]([N+:33]([O-:35])=[O:34])[CH:31]=[CH:32][C:25]=1[NH:1][CH2:2][CH2:3][C:4]1[C:12]2[C:7](=[CH:8][CH:9]=[CH:10][CH:11]=2)[NH:6][CH:5]=1)#[N:28]. The reactants are [NH2:1][CH2:2][CH2:3][C:4]1[C:12]2[C:7](=[CH:8][CH:9]=[CH:10][CH:11]=2)[NH:6][CH:5]=1.BrC1C=CC(F)=C([N+]([O-])=O)C=1.F[C:25]1[CH:32]=[CH:31][C:30]([N+:33]([O-:35])=[O:34])=[CH:29][C:26]=1[C:27]#[N:28].ClCCl. The catalyst is C(O)C.C(OCC)C. The yield is 0.400. (7) The reactants are [Br:1][C:2]1[CH:11]=[CH:10][C:9]2[N:8]=[CH:7][C:6]3[NH:12]C(=O)[N:14]=[C:15](C4C=CC(C(C)(C)C#N)=CC=4)[C:5]=3[C:4]=2[CH:3]=1.N1C=CC=C(B(O)[OH:35])C=1.C([O-])([O-])=O.[Na+].[Na+]. The catalyst is CN(C=O)C.O.C1C=CC([P]([Pd]([P](C2C=CC=CC=2)(C2C=CC=CC=2)C2C=CC=CC=2)([P](C2C=CC=CC=2)(C2C=CC=CC=2)C2C=CC=CC=2)[P](C2C=CC=CC=2)(C2C=CC=CC=2)C2C=CC=CC=2)(C2C=CC=CC=2)C2C=CC=CC=2)=CC=1. The product is [Br:1][C:2]1[CH:11]=[CH:10][C:9]2[NH:8][C:7](=[O:35])[C:6]3[NH:12][N:14]=[CH:15][C:5]=3[C:4]=2[CH:3]=1. The yield is 0.210.